Dataset: Catalyst prediction with 721,799 reactions and 888 catalyst types from USPTO. Task: Predict which catalyst facilitates the given reaction. (1) Reactant: [Cl:1][C:2]1[C:7]([NH:8][C:9]2[N:14]=[C:13]([N:15]([CH:25]3[CH2:27][CH2:26]3)[CH2:16][C:17]3[CH:22]=[CH:21][C:20]([O:23][CH3:24])=[CH:19][CH:18]=3)[C:12]3=[N:28][CH:29]=[C:30]([C:31]#[N:32])[N:11]3[N:10]=2)=[CH:6][C:5]([C:33]#[N:34])=[CH:4][C:3]=1[N:35]1[CH2:40][CH2:39][NH:38][CH:37]([C:41]([N:43]([CH3:45])[CH3:44])=[O:42])[CH2:36]1.C([O-])([O-])=O.[Cs+].[Cs+].Br[CH2:53][CH:54]([F:56])[F:55]. Product: [Cl:1][C:2]1[C:7]([NH:8][C:9]2[N:14]=[C:13]([N:15]([CH:25]3[CH2:27][CH2:26]3)[CH2:16][C:17]3[CH:18]=[CH:19][C:20]([O:23][CH3:24])=[CH:21][CH:22]=3)[C:12]3=[N:28][CH:29]=[C:30]([C:31]#[N:32])[N:11]3[N:10]=2)=[CH:6][C:5]([C:33]#[N:34])=[CH:4][C:3]=1[N:35]1[CH2:40][CH2:39][N:38]([CH2:53][CH:54]([F:56])[F:55])[CH:37]([C:41]([N:43]([CH3:44])[CH3:45])=[O:42])[CH2:36]1. The catalyst class is: 31. (2) Reactant: [Si:1]([O:8][C:9]1[CH:14]=[CH:13][C:12]([C:15](OC)=[C:16]([C:19]#[N:20])[C:17]#[N:18])=[CH:11][CH:10]=1)([C:4]([CH3:7])([CH3:6])[CH3:5])([CH3:3])[CH3:2].Cl.[CH2:24]([O:31][C:32]([N:34]1[CH2:39][CH2:38][CH2:37][CH:36]([NH:40][NH2:41])[CH2:35]1)=[O:33])[C:25]1[CH:30]=[CH:29][CH:28]=[CH:27][CH:26]=1.C(N(CC)CC)C. Product: [NH2:20][C:19]1[N:40]([CH:36]2[CH2:37][CH2:38][CH2:39][N:34]([C:32]([O:31][CH2:24][C:25]3[CH:30]=[CH:29][CH:28]=[CH:27][CH:26]=3)=[O:33])[CH2:35]2)[N:41]=[C:15]([C:12]2[CH:13]=[CH:14][C:9]([O:8][Si:1]([C:4]([CH3:5])([CH3:7])[CH3:6])([CH3:2])[CH3:3])=[CH:10][CH:11]=2)[C:16]=1[C:17]#[N:18]. The catalyst class is: 8. (3) Reactant: C([NH:4][C:5]1[CH:10]=[C:9]([C:11]2[CH:16]=[CH:15][C:14]([Br:17])=[C:13]([F:18])[C:12]=2[F:19])[N:8]=[C:7]([C:20]([O:22][CH3:23])=[O:21])[C:6]=1[Cl:24])(=O)C.C(Cl)(=O)C. Product: [NH2:4][C:5]1[CH:10]=[C:9]([C:11]2[CH:16]=[CH:15][C:14]([Br:17])=[C:13]([F:18])[C:12]=2[F:19])[N:8]=[C:7]([C:20]([O:22][CH3:23])=[O:21])[C:6]=1[Cl:24]. The catalyst class is: 5. (4) Reactant: [H-].[Na+].[Si:3]([O:20][CH2:21][CH2:22][O:23][CH2:24][C@H:25]([OH:36])[C:26]([NH:28][C:29]1[CH:34]=[CH:33][C:32]([F:35])=[CH:31][N:30]=1)=[O:27])([C:16]([CH3:19])([CH3:18])[CH3:17])([C:10]1[CH:15]=[CH:14][CH:13]=[CH:12][CH:11]=1)[C:4]1[CH:9]=[CH:8][CH:7]=[CH:6][CH:5]=1.Cl[C:38]1[N:43]=[CH:42][N:41]=[C:40]2[N:44]([C:47]3[C:52]([Cl:53])=[CH:51][CH:50]=[CH:49][C:48]=3[Cl:54])[N:45]=[CH:46][C:39]=12.C(O)(=O)CC(CC(O)=O)(C(O)=O)O. Product: [Si:3]([O:20][CH2:21][CH2:22][O:23][CH2:24][C@H:25]([O:36][C:38]1[N:43]=[CH:42][N:41]=[C:40]2[N:44]([C:47]3[C:52]([Cl:53])=[CH:51][CH:50]=[CH:49][C:48]=3[Cl:54])[N:45]=[CH:46][C:39]=12)[C:26]([NH:28][C:29]1[CH:34]=[CH:33][C:32]([F:35])=[CH:31][N:30]=1)=[O:27])([C:16]([CH3:17])([CH3:18])[CH3:19])([C:10]1[CH:11]=[CH:12][CH:13]=[CH:14][CH:15]=1)[C:4]1[CH:5]=[CH:6][CH:7]=[CH:8][CH:9]=1. The catalyst class is: 249. (5) Reactant: [F:1][C:2]1[CH:3]=[C:4]([CH:23]=[CH:24][C:25]=1[O:26]C)[C:5]([N:7]([C:16]1[CH:21]=[CH:20][C:19]([F:22])=[CH:18][CH:17]=1)[C:8]1[CH:13]=[CH:12][C:11]([O:14]C)=[CH:10][CH:9]=1)=[O:6].B(Br)(Br)Br. Product: [F:1][C:2]1[CH:3]=[C:4]([CH:23]=[CH:24][C:25]=1[OH:26])[C:5]([N:7]([C:16]1[CH:21]=[CH:20][C:19]([F:22])=[CH:18][CH:17]=1)[C:8]1[CH:13]=[CH:12][C:11]([OH:14])=[CH:10][CH:9]=1)=[O:6]. The catalyst class is: 2. (6) Product: [N:29]1([C:32]2[CH:33]=[CH:34][C:35]([C:38](=[O:40])[CH:39]=[CH:1][C:3]3[CH:4]=[CH:5][C:6]([C:7]([NH:9][C:10]4[CH:15]=[CH:14][CH:13]=[CH:12][C:11]=4[NH:16][C:17](=[O:23])[O:18][C:19]([CH3:22])([CH3:20])[CH3:21])=[O:8])=[CH:24][CH:25]=3)=[CH:36][CH:37]=2)[CH2:28][CH2:27][O:26][CH2:31][CH2:30]1. Reactant: [CH:1]([C:3]1[CH:25]=[CH:24][C:6]([C:7]([NH:9][C:10]2[CH:15]=[CH:14][CH:13]=[CH:12][C:11]=2[NH:16][C:17](=[O:23])[O:18][C:19]([CH3:22])([CH3:21])[CH3:20])=[O:8])=[CH:5][CH:4]=1)=O.[O:26]1[CH2:31][CH2:30][N:29]([C:32]2[CH:37]=[CH:36][C:35]([C:38](=[O:40])[CH3:39])=[CH:34][CH:33]=2)[CH2:28][CH2:27]1.C(C1C=CC=CC=1)(=O)C.[OH-].[Na+]. The catalyst class is: 5. (7) Product: [NH2:23][C:17]1[C:18]([NH:20][CH2:21][CH3:22])=[N:19][C:14]([NH:13][C:10]2[CH:9]=[CH:8][C:7]([O:6][CH2:5][CH2:4][N:3]([CH2:26][CH3:27])[CH2:1][CH3:2])=[CH:12][CH:11]=2)=[N:15][CH:16]=1. Reactant: [CH2:1]([N:3]([CH2:26][CH3:27])[CH2:4][CH2:5][O:6][C:7]1[CH:12]=[CH:11][C:10]([NH:13][C:14]2[N:19]=[C:18]([NH:20][CH2:21][CH3:22])[C:17]([N+:23]([O-])=O)=[CH:16][N:15]=2)=[CH:9][CH:8]=1)[CH3:2]. The catalyst class is: 45. (8) Reactant: [CH2:1]([O:8][C:9]1[CH:17]=[C:16]([O:18][CH2:19][C:20]2[CH:25]=[CH:24][CH:23]=[CH:22][CH:21]=2)[C:15]([C:26]([CH3:28])=[CH2:27])=[CH:14][C:10]=1[C:11](O)=[O:12])[C:2]1[CH:7]=[CH:6][CH:5]=[CH:4][CH:3]=1.Cl.C(N=C=N)C.ON1C2C=CC=CC=2N=N1.Br.[CH3:46][C:47]1[CH:48]=[C:49]([OH:56])[CH:50]=[C:51]2[C:55]=1[CH2:54][NH:53][CH2:52]2.C(N(CC)CC)C. Product: [CH2:1]([O:8][C:9]1[CH:17]=[C:16]([O:18][CH2:19][C:20]2[CH:21]=[CH:22][CH:23]=[CH:24][CH:25]=2)[C:15]([C:26]([CH3:28])=[CH2:27])=[CH:14][C:10]=1[C:11]([N:53]1[CH2:52][C:51]2[C:55](=[C:47]([CH3:46])[CH:48]=[C:49]([OH:56])[CH:50]=2)[CH2:54]1)=[O:12])[C:2]1[CH:3]=[CH:4][CH:5]=[CH:6][CH:7]=1. The catalyst class is: 3. (9) Reactant: [CH2:1]([O:3][C:4](=[O:28])[CH2:5][CH2:6][C:7]1[CH:12]=[CH:11][C:10]([C:13]2[CH:18]=[CH:17][C:16]([C:19]([OH:21])=O)=[CH:15][CH:14]=2)=[C:9]([O:22][CH2:23][CH2:24][CH2:25][O:26][CH3:27])[CH:8]=1)[CH3:2].CCN=C=NCCCN(C)C.Cl.C1C=CC2N(O)N=NC=2C=1.C(N(C(C)C)CC)(C)C.[CH3:60][N:61]1[CH2:66][CH2:65][NH:64][CH2:63][CH2:62]1. Product: [CH3:27][O:26][CH2:25][CH2:24][CH2:23][O:22][C:9]1[CH:8]=[C:7]([CH2:6][CH2:5][C:4]([O:3][CH2:1][CH3:2])=[O:28])[CH:12]=[CH:11][C:10]=1[C:13]1[CH:18]=[CH:17][C:16]([C:19]([N:64]2[CH2:65][CH2:66][N:61]([CH3:60])[CH2:62][CH2:63]2)=[O:21])=[CH:15][CH:14]=1. The catalyst class is: 4.